This data is from Forward reaction prediction with 1.9M reactions from USPTO patents (1976-2016). The task is: Predict the product of the given reaction. (1) Given the reactants [H-].[H-].[H-].[H-].[Li+].[Al+3].[CH2:7]([N:14]1[CH2:19][CH2:18][N:17]([CH2:20][C:21]2[CH:26]=[CH:25][CH:24]=[CH:23][CH:22]=2)[CH2:16][CH:15]1[C:27]([F:30])([F:29])[F:28])[C:8]1[CH:13]=[CH:12][CH:11]=[CH:10][CH:9]=1, predict the reaction product. The product is: [CH2:20]([N:17]1[CH2:18][CH2:19][N:14]([CH2:7][C:8]2[CH:9]=[CH:10][CH:11]=[CH:12][CH:13]=2)[CH:15]([C:27]([F:29])([F:30])[F:28])[CH2:16]1)[C:21]1[CH:22]=[CH:23][CH:24]=[CH:25][CH:26]=1.[F:28][C:27]([F:30])([F:29])[CH:15]1[CH2:16][NH:17][CH2:18][CH2:19][NH:14]1. (2) Given the reactants [SH:1][C:2]1[CH:10]=[CH:9][CH:8]=[CH:7][C:3]=1[C:4]([OH:6])=[O:5].[OH-].[Na+].Br[CH2:14][CH:15](OCC)OCC.O.[CH2:23](O)C, predict the reaction product. The product is: [S:1]1[C:2]2[C:3]([C:4]([O:6][CH3:23])=[O:5])=[CH:7][CH:8]=[CH:9][C:10]=2[CH:15]=[CH:14]1. (3) Given the reactants [Cl:1][C:2]1[CH:31]=[CH:30][C:5]([CH2:6][NH:7][C:8]([C:10]2[C:19](=[O:20])[C:18]3[C:13](=[C:14](I)[CH:15]=[C:16]([CH2:21][N:22]4[CH2:27][CH2:26][O:25][CH2:24][CH2:23]4)[CH:17]=3)[N:12]([CH3:29])[CH:11]=2)=[O:9])=[CH:4][CH:3]=1.[CH2:32]([C@@H:36]1[CH2:40][O:39][C:38](=[O:41])[NH:37]1)[CH2:33][C:34]#[CH:35].CN(C=O)C, predict the reaction product. The product is: [Cl:1][C:2]1[CH:31]=[CH:30][C:5]([CH2:6][NH:7][C:8]([C:10]2[C:19](=[O:20])[C:18]3[C:13](=[C:14]([C:35]#[C:34][CH2:33][CH2:32][C@@H:36]4[CH2:40][O:39][C:38](=[O:41])[NH:37]4)[CH:15]=[C:16]([CH2:21][N:22]4[CH2:27][CH2:26][O:25][CH2:24][CH2:23]4)[CH:17]=3)[N:12]([CH3:29])[CH:11]=2)=[O:9])=[CH:4][CH:3]=1. (4) Given the reactants [Li].C1COCC1.C([O:14][CH2:15][C@@H:16]([CH3:33])[CH2:17]/[CH:18]=[CH:19]/[C@H:20]([CH3:32])[C@@H:21]([O:24][Si:25]([CH2:30][CH3:31])([CH2:28][CH3:29])[CH2:26][CH3:27])[CH2:22][CH3:23])C1C=CC=CC=1.[Cl-].[NH4+], predict the reaction product. The product is: [CH3:33][C@@H:16]([CH2:17]/[CH:18]=[CH:19]/[C@H:20]([CH3:32])[C@@H:21]([O:24][Si:25]([CH2:28][CH3:29])([CH2:30][CH3:31])[CH2:26][CH3:27])[CH2:22][CH3:23])[CH2:15][OH:14]. (5) Given the reactants CS(C)=O.C(Cl)(=O)C(Cl)=O.[OH:11][CH2:12][CH2:13][CH:14]([CH3:26])[C:15]([C:17]1[CH:22]=[CH:21][C:20]([O:23][CH3:24])=[CH:19][C:18]=1[Cl:25])=[O:16].CCN(CC)CC, predict the reaction product. The product is: [Cl:25][C:18]1[CH:19]=[C:20]([O:23][CH3:24])[CH:21]=[CH:22][C:17]=1[C:15](=[O:16])[CH:14]([CH3:26])[CH2:13][CH:12]=[O:11]. (6) Given the reactants Cl.[N:2]1([CH2:7][C:8]2[CH:13]=[CH:12][C:11]([CH2:14][CH2:15][NH:16]C(=O)OC(C)(C)C)=[CH:10][CH:9]=2)[CH2:6][CH2:5][CH2:4][CH2:3]1.S(Cl)(Cl)=O, predict the reaction product. The product is: [N:2]1([CH2:7][C:8]2[CH:13]=[CH:12][C:11]([CH2:14][CH2:15][NH2:16])=[CH:10][CH:9]=2)[CH2:6][CH2:5][CH2:4][CH2:3]1. (7) Given the reactants [H-].C([Al+]CC(C)C)C(C)C.[CH2:11]([O:18][C:19]1[CH:26]=[CH:25][C:24]([I:27])=[CH:23][C:20]=1[CH:21]=[O:22])[C:12]1[CH:17]=[CH:16][CH:15]=[CH:14][CH:13]=1.C(C(C(C([O-])=O)O)O)([O-])=O.[Na+].[K+], predict the reaction product. The product is: [CH2:11]([O:18][C:19]1[CH:26]=[CH:25][C:24]([I:27])=[CH:23][C:20]=1[CH2:21][OH:22])[C:12]1[CH:13]=[CH:14][CH:15]=[CH:16][CH:17]=1. (8) Given the reactants [CH3:1][C:2]1([CH3:21])[O:7][C:6]2[CH:8]=[CH:9][CH:10]=[C:11](OS(C(F)(F)F)(=O)=O)[C:5]=2[C:4](=[O:20])[O:3]1.[CH2:22]([O:24][C:25]([C:27]1[CH:28]=[C:29](B(O)O)[CH:30]=[CH:31][CH:32]=1)=[O:26])[CH3:23].C([O-])([O-])=O.[K+].[K+].Cl, predict the reaction product. The product is: [CH3:1][C:2]1([CH3:21])[O:7][C:6]2[CH:8]=[CH:9][CH:10]=[C:11]([C:31]3[CH:32]=[C:27]([CH:28]=[CH:29][CH:30]=3)[C:25]([O:24][CH2:22][CH3:23])=[O:26])[C:5]=2[C:4](=[O:20])[O:3]1. (9) The product is: [NH2:1][C@H:2]([C:8]([OH:10])=[O:9])[CH2:3][CH2:4][C:5](=[O:6])[NH2:63]. Given the reactants [NH:1](C(OCC1C2C(=CC=CC=2)C2C1=CC=CC=2)=O)[C@H:2]([C:8]([O:10]CC1C=CC(NC(=C2C(=O)CC(C)(C)CC2=O)CC(C)C)=CC=1)=[O:9])[CH2:3][CH2:4][C:5](=O)[OH:6].C=CCOC([C@@H]([NH:63]C(OCC1C2C(=CC=CC=2)C2C1=CC=CC=2)=O)CCC(O)=O)=O, predict the reaction product. (10) Given the reactants Cl[C:2]1[N:3]=[C:4]2[C:9](=[CH:10][CH:11]=1)[N:8]=[CH:7][C:6]1[CH:12]=[CH:13][C:14](=[O:26])[N:15]([C:16]3[CH:21]=[CH:20][CH:19]=[C:18]([C:22]([F:25])([F:24])[F:23])[CH:17]=3)[C:5]2=1.[O:27]1[CH2:32][CH2:31][N:30]([C:33]2[N:38]=[CH:37][C:36](OB(O)O)=[CH:35][CH:34]=2)[CH2:29][CH2:28]1.CC1(C)C(C)(C)OB(C2C=CC(N)=NC=2)O1, predict the reaction product. The product is: [O:27]1[CH2:32][CH2:31][N:30]([C:33]2[N:38]=[CH:37][C:36]([C:2]3[N:3]=[C:4]4[C:9](=[CH:10][CH:11]=3)[N:8]=[CH:7][C:6]3[CH:12]=[CH:13][C:14](=[O:26])[N:15]([C:16]5[CH:21]=[CH:20][CH:19]=[C:18]([C:22]([F:24])([F:23])[F:25])[CH:17]=5)[C:5]4=3)=[CH:35][CH:34]=2)[CH2:29][CH2:28]1.